From a dataset of Human liver microsome stability data. Regression/Classification. Given a drug SMILES string, predict its absorption, distribution, metabolism, or excretion properties. Task type varies by dataset: regression for continuous measurements (e.g., permeability, clearance, half-life) or binary classification for categorical outcomes (e.g., BBB penetration, CYP inhibition). Dataset: hlm. (1) The molecule is CS(=O)(=O)Nc1ccc2c(c1)S(=O)(=O)NC(C1=C(O)[C@@H]3[C@H]4CC[C@H](C4)[C@@H]3N(Cc3ccc(Cl)cc3)C1=O)=N2. The result is 0 (unstable in human liver microsomes). (2) The result is 0 (unstable in human liver microsomes). The compound is O=C(O)[C@H]1C2CCC(CC2)[C@@H]1Nc1nc(-c2c[nH]c3ncc(F)cc23)nc2c1SCC2. (3) The molecule is N=C(N)c1ccc(NC(=O)[C@H](NS(=O)(=O)c2ccc(F)cc2)C2CCCCC2)cc1. The result is 1 (stable in human liver microsomes). (4) The drug is COc1ccc2nc(NC(=O)C(CC3CCCC3)c3ccc(S(=O)(=O)NCc4cccs4)cc3)sc2n1. The result is 1 (stable in human liver microsomes). (5) The drug is c1cn2ccnc2c(-c2ccc(N3CCCC3)nc2)n1. The result is 1 (stable in human liver microsomes). (6) The drug is O=C(Nc1cccc2ccccc12)n1c(=O)n(CCN2CCOCC2)c2ccccc21. The result is 1 (stable in human liver microsomes). (7) The drug is O=C(NCC(=O)N1CC[C@H](N[C@H]2CC[C@@](O)(c3ccc(-c4ncccn4)cn3)CC2)C1)c1cccc(C(F)(F)F)c1. The result is 0 (unstable in human liver microsomes). (8) The drug is CC(C)(C)[C@@H](CO)NC(=O)c1nn(-c2c[n+]([O-])ccn2)c2c1C[C@@H]1C[C@H]21. The result is 0 (unstable in human liver microsomes).